The task is: Predict the reactants needed to synthesize the given product.. This data is from Full USPTO retrosynthesis dataset with 1.9M reactions from patents (1976-2016). (1) Given the product [CH3:32][O:31][C:25]1[CH:26]=[C:27]2[C:22](=[CH:23][CH:24]=1)[C:21]([O:33][CH2:34][O:35][CH3:36])=[C:20]([C:6]1[O:7][CH:8]=[CH:9][CH:10]=1)[C:29]([CH3:30])=[CH:28]2, predict the reactants needed to synthesize it. The reactants are: C([Sn](CCCC)(CCCC)[C:6]1[O:7][CH:8]=[CH:9][CH:10]=1)CCC.Br[C:20]1[C:29]([CH3:30])=[CH:28][C:27]2[C:22](=[CH:23][CH:24]=[C:25]([O:31][CH3:32])[CH:26]=2)[C:21]=1[O:33][CH2:34][O:35][CH3:36]. (2) Given the product [Cl:24][C:20]1[N:19]=[C:18]([NH:17][C:2]2[N:7]=[CH:6][C:5]3[N:8]=[C:9]([CH2:14][O:15][CH3:16])[N:10]([CH:11]([CH3:13])[CH3:12])[C:4]=3[CH:3]=2)[CH:23]=[CH:22][N:21]=1, predict the reactants needed to synthesize it. The reactants are: Br[C:2]1[N:7]=[CH:6][C:5]2[N:8]=[C:9]([CH2:14][O:15][CH3:16])[N:10]([CH:11]([CH3:13])[CH3:12])[C:4]=2[CH:3]=1.[NH2:17][C:18]1[CH:23]=[CH:22][N:21]=[C:20]([Cl:24])[N:19]=1.C1(P(C2C=CC=CC=2)C2C3OC4C(=CC=CC=4P(C4C=CC=CC=4)C4C=CC=CC=4)C(C)(C)C=3C=CC=2)C=CC=CC=1.C(=O)([O-])[O-].[Cs+].[Cs+]. (3) Given the product [CH2:6]([N:5]([CH2:4][C:3]([OH:2])=[O:13])[C:39]([C:28]1[N:29]=[C:30]([CH2:33][CH:34]2[CH2:35][CH2:36][CH2:37][CH2:38]2)[C:31]2[C:26]([CH:27]=1)=[CH:25][CH:24]=[C:23]([O:22][C:21]1[CH:42]=[CH:43][C:18]([C:14]([CH3:16])([CH3:17])[CH3:15])=[CH:19][CH:20]=1)[CH:32]=2)=[O:40])[C:7]1[CH:12]=[CH:11][CH:10]=[CH:9][CH:8]=1, predict the reactants needed to synthesize it. The reactants are: C[O:2][C:3](=[O:13])[CH2:4][NH:5][CH2:6][C:7]1[CH:12]=[CH:11][CH:10]=[CH:9][CH:8]=1.[C:14]([C:18]1[CH:43]=[CH:42][C:21]([O:22][C:23]2[CH:32]=[C:31]3[C:26]([CH:27]=[C:28]([C:39](Cl)=[O:40])[N:29]=[C:30]3[CH2:33][CH:34]3[CH2:38][CH2:37][CH2:36][CH2:35]3)=[CH:25][CH:24]=2)=[CH:20][CH:19]=1)([CH3:17])([CH3:16])[CH3:15]. (4) Given the product [CH3:40][C:41]([CH3:65])([CH3:64])[C@H:42]([N:50]1[CH2:54][CH2:53][N:52]([CH2:55][C:56]2[CH:61]=[CH:60][CH:59]=[C:58]([CH3:62])[N:57]=2)[C:51]1=[O:63])[C:43]([NH:1][C@@H:2]([CH2:33][C:34]1[CH:35]=[CH:36][CH:37]=[CH:38][CH:39]=1)[C@@H:3]([OH:32])[CH2:4][C@@H:5]([NH:19][C:20]([C@@H:22]([NH:27][C:28](=[O:31])[O:29][CH3:30])[C:23]([CH3:26])([CH3:25])[CH3:24])=[O:21])[CH2:6][C:7]1[CH:12]=[CH:11][C:10]([C:13]2[CH:18]=[CH:17][CH:16]=[CH:15][N:14]=2)=[CH:9][CH:8]=1)=[O:44], predict the reactants needed to synthesize it. The reactants are: [NH2:1][C@@H:2]([CH2:33][C:34]1[CH:39]=[CH:38][CH:37]=[CH:36][CH:35]=1)[C@@H:3]([OH:32])[CH2:4][C@@H:5]([NH:19][C:20]([C@@H:22]([NH:27][C:28](=[O:31])[O:29][CH3:30])[C:23]([CH3:26])([CH3:25])[CH3:24])=[O:21])[CH2:6][C:7]1[CH:12]=[CH:11][C:10]([C:13]2[CH:18]=[CH:17][CH:16]=[CH:15][N:14]=2)=[CH:9][CH:8]=1.[CH3:40][C:41]([CH3:65])([CH3:64])[C@H:42]([N:50]1[CH2:54][CH2:53][N:52]([CH2:55][C:56]2[CH:61]=[CH:60][CH:59]=[C:58]([CH3:62])[N:57]=2)[C:51]1=[O:63])[C:43](OC(C)(C)C)=[O:44].CCOP(ON1N=NC2C=CC=CC=2C1=O)(OCC)=O.C(N(CC)C(C)C)(C)C. (5) Given the product [Cl:46][C:47]1[CH:52]=[C:51]([Cl:53])[CH:50]=[CH:49][C:48]=1[CH2:54][NH:55][C:9]([CH:7]1[CH2:8][N:4]([CH2:3][CH:2]([F:1])[F:14])[C:5](=[O:13])[N:6]1[CH3:12])=[O:11], predict the reactants needed to synthesize it. The reactants are: [F:1][CH:2]([F:14])[CH2:3][N:4]1[CH2:8][CH:7]([C:9]([OH:11])=O)[N:6]([CH3:12])[C:5]1=[O:13].O.ON1C2C=CC=CC=2N=N1.Cl.C(N=C=NCCCN(C)C)C.C(N1CCOCC1)C.[Cl:46][C:47]1[CH:52]=[C:51]([Cl:53])[CH:50]=[CH:49][C:48]=1[CH2:54][NH2:55]. (6) Given the product [CH2:1]([O:8][C:9]1[CH:10]=[C:11]([O:28][C:29]2[CH:34]=[CH:33][C:32]([S:35]([CH3:38])(=[O:36])=[O:37])=[CH:31][CH:30]=2)[CH:12]=[C:13]2[C:17]=1[NH:16][C:15]([C:18]1[S:19][C:20]([CH2:23][OH:24])=[CH:21][N:22]=1)=[CH:14]2)[C:2]1[CH:7]=[CH:6][CH:5]=[CH:4][CH:3]=1, predict the reactants needed to synthesize it. The reactants are: [CH2:1]([O:8][C:9]1[CH:10]=[C:11]([O:28][C:29]2[CH:34]=[CH:33][C:32]([S:35]([CH3:38])(=[O:37])=[O:36])=[CH:31][CH:30]=2)[CH:12]=[C:13]2[C:17]=1[NH:16][C:15]([C:18]1[S:19][C:20]([C:23](OCC)=[O:24])=[CH:21][N:22]=1)=[CH:14]2)[C:2]1[CH:7]=[CH:6][CH:5]=[CH:4][CH:3]=1.[H-].[Al+3].[Li+].[H-].[H-].[H-].[H][H].[Cl-].[NH4+]. (7) Given the product [OH:13][CH2:14][CH2:15][N:16]1[CH2:17][CH2:18][CH:19]([N:22]2[C:27](=[O:28])[C:26]([CH2:29][C:30]3[CH:35]=[CH:34][C:33]([C:36]4[CH:41]=[CH:40][CH:39]=[CH:38][C:37]=4[C:42]4[NH:3][C:4](=[O:7])[O:5][N:43]=4)=[CH:32][CH:31]=3)=[C:25]([CH2:44][CH2:45][CH3:46])[N:24]3[N:47]=[CH:48][N:49]=[C:23]23)[CH2:20][CH2:21]1, predict the reactants needed to synthesize it. The reactants are: [Cl-].O[NH3+:3].[C:4](=[O:7])([O-])[OH:5].[Na+].CS(C)=O.[OH:13][CH2:14][CH2:15][N:16]1[CH2:21][CH2:20][CH:19]([N:22]2[C:27](=[O:28])[C:26]([CH2:29][C:30]3[CH:35]=[CH:34][C:33]([C:36]4[C:37]([C:42]#[N:43])=[CH:38][CH:39]=[CH:40][CH:41]=4)=[CH:32][CH:31]=3)=[C:25]([CH2:44][CH2:45][CH3:46])[N:24]3[N:47]=[CH:48][N:49]=[C:23]23)[CH2:18][CH2:17]1.